From a dataset of Reaction yield outcomes from USPTO patents with 853,638 reactions. Predict the reaction yield, written as a fraction of the theoretical maximum amount of product (1.0 means a 100% yield; for example, 0.34 means a 34% yield). (1) The reactants are [C:1]([N:4]1[CH2:9][CH2:8][N:7]([C:10]2[CH:15]=[CH:14][C:13]([N+:16]([O-])=O)=[CH:12][CH:11]=2)[CH2:6][CH2:5]1)(=[O:3])[CH3:2]. The catalyst is C(O)C.[Pd]. The product is [C:1]([N:4]1[CH2:5][CH2:6][N:7]([C:10]2[CH:15]=[CH:14][C:13]([NH2:16])=[CH:12][CH:11]=2)[CH2:8][CH2:9]1)(=[O:3])[CH3:2]. The yield is 0.630. (2) The reactants are Cl[C:2]1[C:11]2[C:6](=[CH:7][C:8]([O:14][CH3:15])=[C:9]([O:12][CH3:13])[CH:10]=2)[N:5]=[CH:4][CH:3]=1.[Cl:16][C:17]1[CH:18]=[N:19][C:20]([OH:24])=[C:21]([OH:23])[CH:22]=1.O. The catalyst is CN(C)C1C=CN=CC=1.ClC1C=CC=CC=1Cl. The product is [Cl:16][C:17]1[CH:22]=[C:21]([O:23][C:2]2[C:11]3[C:6](=[CH:7][C:8]([O:14][CH3:15])=[C:9]([O:12][CH3:13])[CH:10]=3)[N:5]=[CH:4][CH:3]=2)[C:20]([OH:24])=[N:19][CH:18]=1. The yield is 0.250. (3) The reactants are CO[C:3](=[O:25])[CH:4]=[CH:5][C:6]1[C:14]2[N:13]([C:15]3[CH:20]=[CH:19][CH:18]=[CH:17][CH:16]=3)[CH:12]=[N:11][C:10]=2[CH:9]=[C:8]([C:21]([F:24])([F:23])[F:22])[CH:7]=1.C[N:27]1[CH2:32][CH2:31]N(C(=O)C=CC2N(C3C=CC=CC=3)C3C=CC(C(F)(F)F)=CC=3N=2)[CH2:29][CH2:28]1. No catalyst specified. The product is [CH2:28]([N:27]([CH2:32][CH3:31])[C:3](=[O:25])[CH:4]=[CH:5][C:6]1[C:14]2[N:13]([C:15]3[CH:20]=[CH:19][CH:18]=[CH:17][CH:16]=3)[CH:12]=[N:11][C:10]=2[CH:9]=[C:8]([C:21]([F:24])([F:23])[F:22])[CH:7]=1)[CH3:29]. The yield is 0.530.